Task: Predict the product of the given reaction.. Dataset: Forward reaction prediction with 1.9M reactions from USPTO patents (1976-2016) (1) Given the reactants [Br:1][C:2]1[CH:15]=[CH:14][C:5]([O:6][C:7]2[CH:12]=[CH:11][C:10](N)=[CH:9][CH:8]=2)=[CH:4][CH:3]=1.CC[N:18](C(C)C)C(C)C.[Br:25][CH2:26][C:27](Br)=[O:28].C(=O)(O)[O-].[Na+], predict the reaction product. The product is: [Br:25][CH2:26][C:27]([NH:18][C:8]1[CH:9]=[CH:10][CH:11]=[CH:12][C:7]=1[O:6][C:5]1[CH:14]=[CH:15][C:2]([Br:1])=[CH:3][CH:4]=1)=[O:28]. (2) Given the reactants F[C:2]1[CH:7]=[CH:6][C:5]([C:8]([F:11])([F:10])[F:9])=[CH:4][C:3]=1[N+:12]([O-:14])=[O:13].[CH3:15][N:16]([CH3:22])[C@@H:17]1[CH2:21][CH2:20][NH:19][CH2:18]1.C([O-])(O)=O.[Na+], predict the reaction product. The product is: [N+:12]([C:3]1[CH:4]=[C:5]([C:8]([F:11])([F:10])[F:9])[CH:6]=[CH:7][C:2]=1[N:19]1[CH2:20][CH2:21][C@@H:17]([N:16]([CH3:22])[CH3:15])[CH2:18]1)([O-:14])=[O:13]. (3) Given the reactants [CH3:1][CH2:2][CH2:3][CH2:4][CH2:5][CH2:6][CH2:7][CH2:8][CH2:9][CH2:10][CH2:11][CH3:12].CCCCCCCC/C=C\CCCCCCCC[O:31]CCO, predict the reaction product. The product is: [CH3:12][CH2:11][CH2:10][CH2:9][CH2:8][CH2:7][CH2:6][CH2:5][CH2:4][CH2:3][CH2:2][CH3:1].[OH2:31]. (4) Given the reactants [CH3:1][C@@:2]12[C:9]([CH3:11])([CH3:10])[CH:6]([CH2:7][CH2:8]1)[C:5](=[O:12])[CH2:4][C:3]2=[O:13].C(N(CC)CC)C.[F:21][C:22]([F:37])([F:36])[C:23]1[CH:24]=[C:25]([N:33]=[C:34]=[O:35])[CH:26]=[C:27]([C:29]([F:32])([F:31])[F:30])[CH:28]=1.Cl, predict the reaction product. The product is: [F:21][C:22]([F:36])([F:37])[C:23]1[CH:24]=[C:25]([NH:33][C:34]([CH:4]2[C:5](=[O:12])[CH:6]3[C:9]([CH3:10])([CH3:11])[C@:2]([CH3:1])([CH2:8][CH2:7]3)[C:3]2=[O:13])=[O:35])[CH:26]=[C:27]([C:29]([F:32])([F:30])[F:31])[CH:28]=1.